Dataset: Full USPTO retrosynthesis dataset with 1.9M reactions from patents (1976-2016). Task: Predict the reactants needed to synthesize the given product. (1) Given the product [OH:6][C:7]1[CH:12]=[CH:11][CH:10]=[CH:9][C:8]=1[NH:13][C:14](=[O:34])[C:15]1[CH:16]=[CH:17][C:18]([CH2:21][S:22][C:23]2[NH:27][C:26]3[CH:28]=[CH:29][C:30]([O:32][CH3:33])=[CH:31][C:25]=3[N:24]=2)=[CH:19][CH:20]=1, predict the reactants needed to synthesize it. The reactants are: C([Si](C)(C)[O:6][C:7]1[CH:12]=[CH:11][CH:10]=[CH:9][C:8]=1[NH:13][C:14](=[O:34])[C:15]1[CH:20]=[CH:19][C:18]([CH2:21][S:22][C:23]2[NH:27][C:26]3[CH:28]=[CH:29][C:30]([O:32][CH3:33])=[CH:31][C:25]=3[N:24]=2)=[CH:17][CH:16]=1)(C)(C)C.CCCC[N+](CCCC)(CCCC)CCCC.[F-]. (2) Given the product [CH3:1][C:2]1[N:6]=[C:5]([CH3:7])[N:4]([C:8]2[N:9]=[C:10]([CH3:16])[N:11]=[C:12](/[CH:14]=[CH:15]/[C:18]3[CH:27]=[CH:26][C:25]4[C:20](=[CH:21][CH:22]=[CH:23][CH:24]=4)[N:19]=3)[CH:13]=2)[N:3]=1, predict the reactants needed to synthesize it. The reactants are: [CH3:1][C:2]1[N:6]=[C:5]([CH3:7])[N:4]([C:8]2[CH:13]=[C:12]([CH:14]=[CH2:15])[N:11]=[C:10]([CH3:16])[N:9]=2)[N:3]=1.Cl[C:18]1[CH:27]=[CH:26][C:25]2[C:20](=[CH:21][CH:22]=[CH:23][CH:24]=2)[N:19]=1.C(N(CC)CC)C. (3) Given the product [Cl:1][C:2]1[CH:7]=[C:6]([C:39](=[O:41])[NH:19][C:20]2[CH:25]=[CH:24][CH:23]=[CH:22][CH:21]=2)[CH:5]=[CH:4][C:3]=1[NH:9][C:10](=[O:18])[C@:11]([OH:17])([CH3:16])[C:12]([F:15])([F:14])[F:13], predict the reactants needed to synthesize it. The reactants are: [Cl:1][C:2]1[CH:7]=[C:6](I)[CH:5]=[CH:4][C:3]=1[NH:9][C:10](=[O:18])[C@:11]([OH:17])([CH3:16])[C:12]([F:15])([F:14])[F:13].[NH2:19][C:20]1[CH:25]=[CH:24][CH:23]=[CH:22][CH:21]=1.C(N(CCCC)CCCC)CCC.[C:39](OCC)(=[O:41])C. (4) Given the product [CH2:11]([O:13][C:14]([C:16]1[NH:17][C:18]([CH:8]=[O:9])=[C:19]([CH3:21])[CH:20]=1)=[O:15])[CH3:12], predict the reactants needed to synthesize it. The reactants are: P(Cl)(Cl)(Cl)=O.CN(C)[CH:8]=[O:9].[CH2:11]([O:13][C:14]([C:16]1[NH:17][CH:18]=[C:19]([CH3:21])[CH:20]=1)=[O:15])[CH3:12].[OH-].[Na+]. (5) Given the product [NH2:15][C:10]1[C:9]([CH:8]([C:5]2[CH:4]=[CH:3][C:2]([F:1])=[CH:7][CH:6]=2)[OH:22])=[CH:14][CH:13]=[CH:12][N:11]=1, predict the reactants needed to synthesize it. The reactants are: [F:1][C:2]1[CH:7]=[CH:6][C:5]([CH:8]([OH:22])[C:9]2[C:10]([NH:15]C(=O)C(C)(C)C)=[N:11][CH:12]=[CH:13][CH:14]=2)=[CH:4][CH:3]=1.[OH-].[Na+].O.